This data is from Forward reaction prediction with 1.9M reactions from USPTO patents (1976-2016). The task is: Predict the product of the given reaction. (1) Given the reactants [C:1]([CH2:3][C:4]([N:6]([C:14]1[CH:19]=[CH:18][C:17]([C:20]2([C:24]#[N:25])[CH2:23][CH2:22][CH2:21]2)=[CH:16][CH:15]=1)[CH2:7][CH2:8][C:9]([O:11]CC)=O)=[O:5])#[N:2].N12CCCN=C1CCCCC2, predict the reaction product. The product is: [C:24]([C:20]1([C:17]2[CH:18]=[CH:19][C:14]([N:6]3[CH2:7][CH2:8][C:9]([OH:11])=[C:3]([C:1]#[N:2])[C:4]3=[O:5])=[CH:15][CH:16]=2)[CH2:23][CH2:22][CH2:21]1)#[N:25]. (2) Given the reactants [Li]CCCC.[O:6]1[CH:10]=[C:9]([CH:11]=O)[N:8]=[CH:7]1.[OH2:13].[CH3:14][CH2:15][O:16][CH2:17][CH3:18], predict the reaction product. The product is: [CH2:15]([O:16][C:17](=[O:13])[CH:18]=[CH:11][C:9]1[N:8]=[CH:7][O:6][CH:10]=1)[CH3:14].